From a dataset of Forward reaction prediction with 1.9M reactions from USPTO patents (1976-2016). Predict the product of the given reaction. Given the reactants C(O)(=O)/C=C\C(O)=O.[CH3:9][C:10]([C:12]1[O:16][C:15]2[CH:17]=[CH:18][CH:19]=[C:20]([O:21][CH2:22][C@@H:23]([OH:41])[CH2:24][N:25]3[CH2:30][CH2:29][CH:28]([C:31]4[CH:40]=[CH:39][C:38]5[C:33](=[CH:34][CH:35]=[CH:36][CH:37]=5)[CH:32]=4)[CH2:27][CH2:26]3)[C:14]=2[CH:13]=1)=[O:11].[BH4-].[Na+].[Cl-].[NH4+], predict the reaction product. The product is: [OH:41][CH:23]([CH2:24][N:25]1[CH2:26][CH2:27][CH:28]([C:31]2[CH:40]=[CH:39][C:38]3[C:33](=[CH:34][CH:35]=[CH:36][CH:37]=3)[CH:32]=2)[CH2:29][CH2:30]1)[CH2:22][O:21][C:20]1[C:14]2[CH:13]=[C:12]([CH:10]([OH:11])[CH3:9])[O:16][C:15]=2[CH:17]=[CH:18][CH:19]=1.